Dataset: Tyrosyl-DNA phosphodiesterase HTS with 341,365 compounds. Task: Binary Classification. Given a drug SMILES string, predict its activity (active/inactive) in a high-throughput screening assay against a specified biological target. (1) The compound is S(=O)(=O)(N(c1ccc(OC(=O)CSCc2c(onc2C)C)cc1)C)c1ccccc1. The result is 0 (inactive). (2) The molecule is Clc1cc(c(NC(=O)Cn2n(c(=O)c3c2nccc3)c2ccccc2)cc1)C(F)(F)F. The result is 0 (inactive). (3) The drug is S=C1N(C2CCCCC2)C(=O)C(N1)C(C)C. The result is 0 (inactive). (4) The result is 0 (inactive). The drug is o1nc(nc1CN1CCN(CC1)C(=O)c1occc1)Cc1ccccc1. (5) The molecule is O=c1n(c(=O)n(c2c1n(c1c2cc(OC)cc1)C)CC(=O)NCCCOC)c1ccccc1. The result is 0 (inactive). (6) The compound is Clc1ccc(CSCCC(=O)NCCC=2CCCCC2)cc1. The result is 0 (inactive). (7) The compound is S(=O)(=O)(N1CC(CCC1)C(=O)Nc1cc2OCCOc2cc1)c1sccc1. The result is 0 (inactive). (8) The molecule is O(C(=O)c1ccc(CNc2ncnc3nc[nH]c23)cc1)CC. The result is 0 (inactive). (9) The molecule is On1n(c2ccc(cc2)C(O)=O)c(=O)[nH]c2c1cccc2. The result is 0 (inactive). (10) The compound is S(=O)(=O)(CCC(=O)Nc1c(cc(F)cc1)C)c1c2nsnc2ccc1. The result is 0 (inactive).